From a dataset of Forward reaction prediction with 1.9M reactions from USPTO patents (1976-2016). Predict the product of the given reaction. (1) Given the reactants C(=O)([O-])[O-].[K+].[K+].[F:7][C:8]([F:25])([F:24])[C:9]1[CH:10]=[C:11]([CH:21]=[CH:22][CH:23]=1)[CH2:12][O:13][C:14]1[CH:15]=[C:16]([OH:20])[CH:17]=[CH:18][CH:19]=1.C1OCCOCCOCCOCCOCCOC1.[CH2:44]([O:46][C:47]([C:49]1[C:50]2[S:58][CH:57]=[C:56]([CH2:59]Br)[C:51]=2[C:52]([Cl:55])=[N:53][CH:54]=1)=[O:48])[CH3:45], predict the reaction product. The product is: [CH2:44]([O:46][C:47]([C:49]1[C:50]2[S:58][CH:57]=[C:56]([CH2:59][O:20][C:16]3[CH:17]=[CH:18][CH:19]=[C:14]([O:13][CH2:12][C:11]4[CH:21]=[CH:22][CH:23]=[C:9]([C:8]([F:24])([F:25])[F:7])[CH:10]=4)[CH:15]=3)[C:51]=2[C:52]([Cl:55])=[N:53][CH:54]=1)=[O:48])[CH3:45]. (2) Given the reactants [C:1]([O:5][C:6]([N:8]1[CH2:15][CH:14]2[NH:16][CH:10]([CH2:11][C:12](=[O:17])[CH2:13]2)[CH2:9]1)=[O:7])([CH3:4])([CH3:3])[CH3:2].CCN(CC)CC.[Cl:25][C:26]1[CH:31]=[CH:30][C:29]([S:32](Cl)(=[O:34])=[O:33])=[CH:28][CH:27]=1, predict the reaction product. The product is: [C:1]([O:5][C:6]([N:8]1[CH2:15][CH:14]2[N:16]([S:32]([C:29]3[CH:30]=[CH:31][C:26]([Cl:25])=[CH:27][CH:28]=3)(=[O:34])=[O:33])[CH:10]([CH2:11][C:12](=[O:17])[CH2:13]2)[CH2:9]1)=[O:7])([CH3:4])([CH3:2])[CH3:3]. (3) The product is: [Cl-:35].[CH2:23]([NH:22][C:21]([O:20][C:8]1[CH:7]=[C:6]([CH2:5][C@H:4]([NH3+:26])[C:3]([O:2][CH3:1])=[O:34])[CH:11]=[CH:10][C:9]=1[OH:12])=[O:25])[CH3:24]. Given the reactants [CH3:1][O:2][C:3](=[O:34])[C@@H:4]([NH:26]C(OC(C)(C)C)=O)[CH2:5][C:6]1[CH:11]=[CH:10][C:9]([O:12]CC2C=CC=CC=2)=[C:8]([O:20][C:21](=[O:25])[NH:22][CH2:23][CH3:24])[CH:7]=1.[ClH:35], predict the reaction product. (4) The product is: [OH:4][CH2:3][CH2:2][NH:1][C:8](=[O:7])[C:9]1[CH:14]=[CH:13][CH:12]=[CH:11][C:10]=1[NH2:5]. Given the reactants [NH2:1][CH2:2][CH2:3][OH:4].[NH:5]1[C:10]2[CH:11]=[CH:12][CH:13]=[CH:14][C:9]=2[C:8](=O)[O:7]C1=O, predict the reaction product. (5) Given the reactants [CH2:1]([N:7]1[CH2:12][CH:11]2[CH:9]([C:10]2([C:14]2[CH:15]=[C:16]([NH:20][C:21](=[O:23])[CH3:22])[CH:17]=[CH:18][CH:19]=2)[CH3:13])[CH2:8]1)[CH2:2][CH2:3][CH2:4][CH2:5][CH3:6].F[B-](F)(F)F.[O:29]=[N+:30]=[O:31].C(=O)([O-])O.[Na+], predict the reaction product. The product is: [CH2:1]([N:7]1[CH2:8][CH:9]2[CH:11]([C:10]2([C:14]2[CH:19]=[CH:18][C:17]([N+:30]([O-:31])=[O:29])=[C:16]([NH:20][C:21](=[O:23])[CH3:22])[CH:15]=2)[CH3:13])[CH2:12]1)[CH2:2][CH2:3][CH2:4][CH2:5][CH3:6]. (6) Given the reactants [CH3:1][O:2][C:3]1[CH:8]=[C:7]([O:9][CH3:10])[CH:6]=[CH:5][C:4]=1[C:11]1([CH2:18][CH2:19][OH:20])[NH:16][C:15](=[O:17])[CH:14]=[CH:13][CH2:12]1, predict the reaction product. The product is: [CH3:1][O:2][C:3]1[CH:8]=[C:7]([O:9][CH3:10])[CH:6]=[CH:5][C:4]=1[C:11]1([CH2:18][CH2:19][OH:20])[NH:16][C:15](=[O:17])[CH2:14][CH2:13][CH2:12]1. (7) Given the reactants [F:1][C:2]1[CH:3]=[C:4]([CH:28]=[C:29]([F:31])[CH:30]=1)[CH2:5][C@H:6]([NH:20]C(=O)OC(C)(C)C)[C@@H:7]([OH:19])[CH2:8][NH:9][CH2:10][C:11]1[CH:16]=[CH:15][CH:14]=[C:13]([O:17][CH3:18])[CH:12]=1.[F:32][C:33]([F:38])([F:37])[C:34]([OH:36])=[O:35], predict the reaction product. The product is: [F:32][C:33]([F:38])([F:37])[C:34]([OH:36])=[O:35].[NH2:20][C@@H:6]([CH2:5][C:4]1[CH:28]=[C:29]([F:31])[CH:30]=[C:2]([F:1])[CH:3]=1)[C@@H:7]([OH:19])[CH2:8][NH:9][CH2:10][C:11]1[CH:16]=[CH:15][CH:14]=[C:13]([O:17][CH3:18])[CH:12]=1.